This data is from Reaction yield outcomes from USPTO patents with 853,638 reactions. The task is: Predict the reaction yield, written as a fraction of the theoretical maximum amount of product (1.0 means a 100% yield; for example, 0.34 means a 34% yield). (1) The reactants are Br[C:2]1[CH:3]=[C:4]2[C:9](=[CH:10][CH:11]=1)[N:8]=[CH:7][C:6]([C:12]([CH:14]1[CH2:16][CH2:15]1)=[O:13])=[C:5]2[NH:17][C:18]1[CH:19]=[CH:20][C:21]([O:24][CH2:25][CH2:26][NH:27]C(=O)OC(C)(C)C)=[N:22][CH:23]=1.[Cl:35][C:36]1[CH:41]=[C:40](B2OC(C)(C)C(C)(C)O2)[CH:39]=[C:38]([F:51])[C:37]=1[OH:52]. No catalyst specified. The product is [NH2:27][CH2:26][CH2:25][O:24][C:21]1[N:22]=[CH:23][C:18]([NH:17][C:5]2[C:4]3[C:9](=[CH:10][CH:11]=[C:2]([C:40]4[CH:39]=[C:38]([F:51])[C:37]([OH:52])=[C:36]([Cl:35])[CH:41]=4)[CH:3]=3)[N:8]=[CH:7][C:6]=2[C:12]([CH:14]2[CH2:15][CH2:16]2)=[O:13])=[CH:19][CH:20]=1. The yield is 0.260. (2) The catalyst is CO.C1COCC1.C(Cl)Cl. The product is [CH3:1][N:2]1[C:6]2[CH2:7][CH2:8][S:9][CH2:10][C:5]=2[C:4]([C:11]([N:30]2[CH2:31][CH2:32][CH:27]([C:22]3[CH:23]=[CH:24][CH:25]=[CH:26][C:21]=3[C:20]([F:19])([F:33])[F:34])[CH2:28][CH2:29]2)=[O:13])=[N:3]1. The yield is 0.740. The reactants are [CH3:1][N:2]1[C:6]2[CH2:7][CH2:8][S:9][CH2:10][C:5]=2[C:4]([C:11]([O:13]CC)=O)=[N:3]1.[OH-].[Na+].Cl.[F:19][C:20]([F:34])([F:33])[C:21]1[CH:26]=[CH:25][CH:24]=[CH:23][C:22]=1[CH:27]1[CH2:32][CH2:31][NH:30][CH2:29][CH2:28]1.CCN=C=NCCCN(C)C.C1C=CC2N(O)N=NC=2C=1.CCN(CC)CC. (3) The product is [N:1]1[C:10]2[C:5](=[CH:6][C:7]([CH2:11][N:12]3[C:16]4=[N:17][C:18](/[C:21](=[N:24]/[O:25][CH2:26][C:27]([O:29][CH3:30])=[O:28])/[CH3:22])=[CH:19][N:20]=[C:15]4[N:14]=[N:13]3)=[CH:8][CH:9]=2)[CH:4]=[CH:3][CH:2]=1. No catalyst specified. The yield is 0.310. The reactants are [N:1]1[C:10]2[C:5](=[CH:6][C:7]([CH2:11][N:12]3[C:16]4=[N:17][C:18]([C:21](=O)[CH3:22])=[CH:19][N:20]=[C:15]4[N:14]=[N:13]3)=[CH:8][CH:9]=2)[CH:4]=[CH:3][CH:2]=1.[NH2:24][O:25][CH2:26][C:27]([O:29][CH3:30])=[O:28]. (4) The reactants are [CH2:1]([N:3]1[C:12](=[O:13])[C:11]2[C:6](=[CH:7][CH:8]=[C:9]([N+:14]([O-])=O)[CH:10]=2)[N:5]([CH2:17][Si:18]([CH3:21])([CH3:20])[CH3:19])[C:4]1=[O:22])[CH3:2]. The catalyst is [Pd].C(OCC)(=O)C. The product is [NH2:14][C:9]1[CH:10]=[C:11]2[C:6](=[CH:7][CH:8]=1)[N:5]([CH2:17][Si:18]([CH3:20])([CH3:21])[CH3:19])[C:4](=[O:22])[N:3]([CH2:1][CH3:2])[C:12]2=[O:13]. The yield is 0.790. (5) The reactants are C(O)C.[NH2:4][NH2:5].[Cl:6][C:7]1[CH:12]=[C:11]([NH:13][C:14](=[N:17][C:18]#[N:19])SC)[CH:10]=[C:9]([C:20]([F:23])([F:22])[F:21])[C:8]=1[S:24][C:25]1[CH:34]=[CH:33][C:28]([C:29]([O:31][CH3:32])=[O:30])=[CH:27][CH:26]=1. The yield is 0.970. The product is [CH3:32][O:31][C:29](=[O:30])[C:28]1[CH:33]=[CH:34][C:25]([S:24][C:8]2[C:9]([C:20]([F:23])([F:22])[F:21])=[CH:10][C:11]([NH:13][C:14]3[N:17]=[C:18]([NH2:19])[NH:5][N:4]=3)=[CH:12][C:7]=2[Cl:6])=[CH:26][CH:27]=1. The catalyst is C(OCC)(=O)C. (6) The reactants are Br[C:2]1[C:3](=[O:13])[C:4]2[C:9]([C:10](=[O:12])[CH:11]=1)=[CH:8][CH:7]=[CH:6][CH:5]=2.[CH3:14][NH2:15]. The catalyst is CCO. The product is [CH3:14][NH:15][C:2]1[C:3](=[O:13])[C:4]2[C:9]([C:10](=[O:12])[CH:11]=1)=[CH:8][CH:7]=[CH:6][CH:5]=2. The yield is 0.520. (7) The reactants are [C:1]1([S:7]([N:10]2[C:14]3[CH:15]=[N:16][C:17]([C:29]#[N:30])=[C:18]([O:19][CH:20]4[CH2:25][CH2:24][N:23]([CH2:26][CH2:27][OH:28])[CH2:22][CH2:21]4)[C:13]=3[C:12]3[CH:31]=[C:32](Br)[CH:33]=[N:34][C:11]2=3)(=[O:9])=[O:8])[CH:6]=[CH:5][CH:4]=[CH:3][CH:2]=1. The catalyst is [Pd].ClCCl. The product is [C:1]1([S:7]([N:10]2[C:14]3[CH:15]=[N:16][C:17]([C:29]#[N:30])=[C:18]([O:19][CH:20]4[CH2:21][CH2:22][N:23]([CH2:26][CH2:27][OH:28])[CH2:24][CH2:25]4)[C:13]=3[C:12]3[CH:31]=[CH:32][CH:33]=[N:34][C:11]2=3)(=[O:9])=[O:8])[CH:2]=[CH:3][CH:4]=[CH:5][CH:6]=1. The yield is 0.510.